This data is from Reaction yield outcomes from USPTO patents with 853,638 reactions. The task is: Predict the reaction yield, written as a fraction of the theoretical maximum amount of product (1.0 means a 100% yield; for example, 0.34 means a 34% yield). (1) The product is [CH2:1]([O:4][C:5]1[CH:6]=[C:7]([CH2:8][OH:9])[CH:10]=[CH:11][C:12]=1[O:13][CH2:14][CH2:15][Br:16])[C:2]#[CH:3]. The catalyst is CO.C1COCC1. The yield is 0.950. The reactants are [CH2:1]([O:4][C:5]1[CH:6]=[C:7]([CH:10]=[CH:11][C:12]=1[O:13][CH2:14][CH2:15][Br:16])[CH:8]=[O:9])[C:2]#[CH:3].[BH4-].[Na+]. (2) The reactants are [NH:1]1[CH2:6][CH2:5][O:4][CH2:3][CH2:2]1.[Cl:7][C:8]1[CH:28]=[CH:27][C:11]2[NH:12][C:13]([CH:15]3[CH2:18][N:17]([C:19]4[C:24]([Cl:25])=[CH:23][N:22]=[C:21](Cl)[N:20]=4)[CH2:16]3)=[N:14][C:10]=2[CH:9]=1.ClCCl.O. The catalyst is O1CCOCC1. The product is [Cl:25][C:24]1[C:19]([N:17]2[CH2:18][CH:15]([C:13]3[NH:12][C:11]4[CH:27]=[CH:28][C:8]([Cl:7])=[CH:9][C:10]=4[N:14]=3)[CH2:16]2)=[N:20][C:21]([N:1]2[CH2:6][CH2:5][O:4][CH2:3][CH2:2]2)=[N:22][CH:23]=1. The yield is 0.720. (3) The reactants are [F:1][C:2]1[CH:7]=[CH:6][CH:5]=[C:4]([F:8])[C:3]=1[N:9]1[C:14]2[N:15]=[C:16](S(C)(=O)=O)[N:17]=[C:18]([C:19]3[CH:24]=[CH:23][C:22]([F:25])=[CH:21][C:20]=3[CH3:26])[C:13]=2[CH:12]=[CH:11][C:10]1=[O:31].[NH2:32][CH2:33][CH2:34][C:35]1[N:39]=[CH:38][NH:37][CH:36]=1. No catalyst specified. The product is [F:1][C:2]1[CH:7]=[CH:6][CH:5]=[C:4]([F:8])[C:3]=1[N:9]1[C:14]2[N:15]=[C:16]([NH:32][CH2:33][CH2:34][C:35]3[N:39]=[CH:38][NH:37][CH:36]=3)[N:17]=[C:18]([C:19]3[CH:24]=[CH:23][C:22]([F:25])=[CH:21][C:20]=3[CH3:26])[C:13]=2[CH:12]=[CH:11][C:10]1=[O:31]. The yield is 0.310. (4) The reactants are C1(P(=O)(C2C=CC=CC=2)C2C=CC=CC=2)C=CC=CC=1.FC(F)(F)S(OS(C(F)(F)F)(=O)=O)(=O)=O.C([S:43][CH:44]([CH:69]([O:72][CH3:73])[O:70][CH3:71])[CH2:45][NH:46][C:47]([C:49]1[NH:50][C:51]2[C:56]([CH:57]=1)=[CH:55][CH:54]=[CH:53][C:52]=2[N:58]([CH3:68])[S:59]([C:62]1[N:63]([CH3:67])[CH:64]=[CH:65][N:66]=1)(=[O:61])=[O:60])=O)C1C=CC=CC=1.C1(SC)C=CC=CC=1. The catalyst is ClCCl.C(OCC)(=O)C. The product is [CH3:71][O:70][CH:69]([O:72][CH3:73])[CH:44]1[S:43][C:47]([C:49]2[NH:50][C:51]3[C:56]([CH:57]=2)=[CH:55][CH:54]=[CH:53][C:52]=3[N:58]([CH3:68])[S:59]([C:62]2[N:63]([CH3:67])[CH:64]=[CH:65][N:66]=2)(=[O:61])=[O:60])=[N:46][CH2:45]1. The yield is 0.480. (5) The reactants are CC(C)([O-])C.[K+].[CH3:7][O:8][C:9]1[CH:10]=[C:11]2[C:16](=[C:17]3[CH2:21][C:20]([CH3:23])([CH3:22])[O:19][C:18]=13)[C:15]([C:24]1[CH:25]=[C:26]([OH:30])[CH:27]=[CH:28][CH:29]=1)=[N:14][C:13]([CH3:32])([CH3:31])[CH2:12]2.Br[CH2:34][C:35]([NH2:37])=[O:36].O. The catalyst is CN(C)C=O. The product is [CH3:7][O:8][C:9]1[CH:10]=[C:11]2[C:16](=[C:17]3[CH2:21][C:20]([CH3:23])([CH3:22])[O:19][C:18]=13)[C:15]([C:24]1[CH:25]=[C:26]([CH:27]=[CH:28][CH:29]=1)[O:30][CH2:34][C:35]([NH2:37])=[O:36])=[N:14][C:13]([CH3:32])([CH3:31])[CH2:12]2. The yield is 0.520. (6) The yield is 0.880. The reactants are C([N:8]1[C:12]([NH:13][CH:14]2[CH2:23][CH2:22][C:17]3([O:21][CH2:20][CH2:19][O:18]3)[CH2:16][CH2:15]2)=[CH:11][CH:10]=[N:9]1)C1C=CC=CC=1.C(O)(=O)C.C([O-])=O.[NH4+].C(OCC)(=O)C. The product is [O:18]1[C:17]2([CH2:16][CH2:15][CH:14]([NH:13][C:12]3[NH:8][N:9]=[CH:10][CH:11]=3)[CH2:23][CH2:22]2)[O:21][CH2:20][CH2:19]1. The catalyst is C(O)C.[OH-].[Pd+2].[OH-]. (7) The reactants are [CH3:1][C:2]1[CH:7]=[CH:6][N:5]=[C:4]([NH:8][C:9]2[CH:14]=[CH:13][CH:12]=[C:11]([C:15]3[O:19][C:18]([C:20]4[CH:25]=[CH:24][CH:23]=[C:22]([CH2:26][N:27]5[CH2:31][CH2:30][CH2:29][CH2:28]5)[CH:21]=4)=[N:17][CH:16]=3)[N:10]=2)[CH:3]=1.CC1C=CN=C(NC2N=C(C3OC(C=CC4C=CC(C#N)=CC=4)=NC=3)C=CC=2)C=1.CC1C=CN=C(NC2C=CC=C(C3OC=NC=3)N=2)C=1.IC1C=C(C=CC=1)CN1CCCC1.O(C(C)(C)C)[Li].[ClH:99]. The catalyst is CCOC(C)=O.C1C=CC([P]([Pd]([P](C2C=CC=CC=2)(C2C=CC=CC=2)C2C=CC=CC=2)([P](C2C=CC=CC=2)(C2C=CC=CC=2)C2C=CC=CC=2)[P](C2C=CC=CC=2)(C2C=CC=CC=2)C2C=CC=CC=2)(C2C=CC=CC=2)C2C=CC=CC=2)=CC=1.O1CCOCC1. The product is [ClH:99].[CH3:1][C:2]1[CH:7]=[CH:6][N:5]=[C:4]([NH:8][C:9]2[CH:14]=[CH:13][CH:12]=[C:11]([C:15]3[O:19][C:18]([C:20]4[CH:25]=[CH:24][CH:23]=[C:22]([CH2:26][N:27]5[CH2:31][CH2:30][CH2:29][CH2:28]5)[CH:21]=4)=[N:17][CH:16]=3)[N:10]=2)[CH:3]=1. The yield is 0.350. (8) The reactants are [O:1]1[CH:5]=[CH:4][C:3]([C:6]2[CH:17]=[C:16]([C:18]([F:21])([F:20])[F:19])[C:9]3[NH:10][C:11]([C:13]([OH:15])=O)=[N:12][C:8]=3[CH:7]=2)=[CH:2]1.[S:22]1[CH:26]=[CH:25][CH:24]=[C:23]1NC.C[CH2:30][N:31](C(C)C)C(C)C.CN(C(ON1N=NC2C=CC=NC1=2)=[N+](C)C)C.F[P-](F)(F)(F)(F)F. The catalyst is CN(C=O)C.CCOC(C)=O. The product is [S:22]1[CH:26]=[CH:25][CH:24]=[C:23]1[CH2:30][NH:31][C:13]([C:11]1[NH:10][C:9]2[C:16]([C:18]([F:20])([F:19])[F:21])=[CH:17][C:6]([C:3]3[CH:4]=[CH:5][O:1][CH:2]=3)=[CH:7][C:8]=2[N:12]=1)=[O:15]. The yield is 0.500.